Dataset: Forward reaction prediction with 1.9M reactions from USPTO patents (1976-2016). Task: Predict the product of the given reaction. (1) Given the reactants [Cl:1][C:2]1[CH:7]=[CH:6][C:5]([C:8]2[S:9][CH:10]=[CH:11][C:12]=2[CH2:13][C:14]([NH:16][CH2:17][CH3:18])=[S:15])=[CH:4][CH:3]=1.[O:19]1[CH:23]=[CH:22][CH:21]=[C:20]1[C:24](Cl)=[O:25].[Cl-].[Al+3].[Cl-].[Cl-].O, predict the reaction product. The product is: [Cl:1][C:2]1[CH:7]=[CH:6][C:5]([C:8]2[S:9][C:10]([C:24]([C:20]3[O:19][CH:23]=[CH:22][CH:21]=3)=[O:25])=[CH:11][C:12]=2[CH2:13][C:14]([NH:16][CH2:17][CH3:18])=[S:15])=[CH:4][CH:3]=1. (2) Given the reactants [CH3:1][N:2]1[C:10]2[C:5](=[CH:6][CH:7]=[CH:8][CH:9]=2)[C:4]([C@@H:11]2[CH2:13][C@H:12]2[C:14]([O:16]CC)=[O:15])=[CH:3]1.[OH-].[Na+].Cl, predict the reaction product. The product is: [CH3:1][N:2]1[C:10]2[C:5](=[CH:6][CH:7]=[CH:8][CH:9]=2)[C:4]([C@@H:11]2[CH2:13][C@H:12]2[C:14]([OH:16])=[O:15])=[CH:3]1. (3) Given the reactants [N:1]1([C:7]([O:9][C:10]([CH3:13])([CH3:12])[CH3:11])=[O:8])[CH2:6][CH2:5][NH:4][CH2:3][CH2:2]1.[Cl:14][CH2:15][C:16](Cl)=[O:17].C(N(CC)CC)C, predict the reaction product. The product is: [Cl:14][CH2:15][C:16]([N:4]1[CH2:5][CH2:6][N:1]([C:7]([O:9][C:10]([CH3:13])([CH3:12])[CH3:11])=[O:8])[CH2:2][CH2:3]1)=[O:17]. (4) Given the reactants I[C:2]1[CH:7]=[CH:6][CH:5]=[C:4]([O:8][C:9]([F:12])([F:11])[F:10])[CH:3]=1.[CH2:13]([OH:18])[CH2:14][CH2:15][C:16]#[CH:17], predict the reaction product. The product is: [F:10][C:9]([F:12])([F:11])[O:8][C:4]1[CH:3]=[C:2]([C:17]#[C:16][CH2:15][CH2:14][CH2:13][OH:18])[CH:7]=[CH:6][CH:5]=1.